Dataset: Full USPTO retrosynthesis dataset with 1.9M reactions from patents (1976-2016). Task: Predict the reactants needed to synthesize the given product. (1) Given the product [F:1][C:2]1[CH:3]=[CH:4][C:5]([C:8]2[CH:16]=[CH:15][CH:14]=[C:13]3[C:9]=2[C:10](=[CH:24][C:22]2[NH:23][C:19]([CH3:18])=[CH:20][C:21]=2[C:26]([N:28]2[CH2:29][CH2:30][N:31]([CH3:34])[CH2:32][CH2:33]2)=[O:27])[C:11](=[O:17])[NH:12]3)=[CH:6][CH:7]=1, predict the reactants needed to synthesize it. The reactants are: [F:1][C:2]1[CH:7]=[CH:6][C:5]([C:8]2[CH:16]=[CH:15][CH:14]=[C:13]3[C:9]=2[CH2:10][C:11](=[O:17])[NH:12]3)=[CH:4][CH:3]=1.[CH3:18][C:19]1[NH:23][C:22]([CH:24]=O)=[C:21]([C:26]([N:28]2[CH2:33][CH2:32][N:31]([CH3:34])[CH2:30][CH2:29]2)=[O:27])[CH:20]=1. (2) The reactants are: [CH3:1][C:2]1[C:3]([N:10]2[N:14]=[CH:13][CH:12]=[N:11]2)=[C:4]([CH:7]=[CH:8][CH:9]=1)[C:5]#N.[OH-:15].[Na+].C[OH:18]. Given the product [CH3:1][C:2]1[C:3]([N:10]2[N:14]=[CH:13][CH:12]=[N:11]2)=[C:4]([CH:7]=[CH:8][CH:9]=1)[C:5]([OH:18])=[O:15], predict the reactants needed to synthesize it. (3) Given the product [C:25]1([CH:9]2[CH2:10][C:11]3([CH2:16][CH2:15][S:14][C:13]([NH2:17])=[N:12]3)[C:4]3[C:5](=[CH:6][CH:7]=[C:2]([C:37]4[CH:36]=[N:32][CH:31]=[CH:33][CH:38]=4)[CH:3]=3)[O:8]2)[CH:30]=[CH:29][CH:28]=[CH:27][CH:26]=1, predict the reactants needed to synthesize it. The reactants are: Br[C:2]1[CH:3]=[C:4]2[C:11]3([CH2:16][CH2:15][S:14][C:13]([NH:17]C(=O)OC(C)(C)C)=[N:12]3)[CH2:10][CH:9]([C:25]3[CH:30]=[CH:29][CH:28]=[CH:27][CH:26]=3)[O:8][C:5]2=[CH:6][CH:7]=1.[C:31]([C:33]1C=C(B(O)O)[CH:36]=[CH:37][CH:38]=1)#[N:32].C([O-])([O-])=O.[Cs+].[Cs+]. (4) Given the product [ClH:1].[NH:2]1[CH2:7][CH2:6][CH:5]([CH2:8][C:9]([OH:11])=[O:10])[CH2:4][CH2:3]1, predict the reactants needed to synthesize it. The reactants are: [ClH:1].[N:2]1[CH:7]=[CH:6][C:5]([CH2:8][C:9]([OH:11])=[O:10])=[CH:4][CH:3]=1.